Dataset: Full USPTO retrosynthesis dataset with 1.9M reactions from patents (1976-2016). Task: Predict the reactants needed to synthesize the given product. (1) Given the product [ClH:21].[Cl:21][CH2:15][C:14]1[C:9]([C:8]2[N:4]([CH2:3][C:2]([F:18])([F:17])[F:1])[N:5]=[CH:6][CH:7]=2)=[N:10][CH:11]=[CH:12][CH:13]=1, predict the reactants needed to synthesize it. The reactants are: [F:1][C:2]([F:18])([F:17])[CH2:3][N:4]1[C:8]([C:9]2[C:14]([CH2:15]O)=[CH:13][CH:12]=[CH:11][N:10]=2)=[CH:7][CH:6]=[N:5]1.O=S(Cl)[Cl:21]. (2) Given the product [Cl:1][C:2]1[C:3]([O:13][CH:19]([CH3:24])[C:20]([F:23])([F:22])[F:21])=[CH:4][CH:5]=[C:6]2[C:11]=1[C:10](=[O:12])[NH:9][CH2:8][CH2:7]2, predict the reactants needed to synthesize it. The reactants are: [Cl:1][C:2]1[C:3]([OH:13])=[CH:4][CH:5]=[C:6]2[C:11]=1[C:10](=[O:12])[NH:9][CH2:8][CH2:7]2.CS(O[CH:19]([CH3:24])[C:20]([F:23])([F:22])[F:21])(=O)=O.O. (3) Given the product [C:16]([O:15][C:13]([N:9]1[CH2:8][C:7]2[CH:20]=[C:3]([C:1]([OH:24])=[O:2])[CH:4]=[CH:5][C:6]=2[O:12][CH2:11][CH2:10]1)=[O:14])([CH3:17])([CH3:19])[CH3:18], predict the reactants needed to synthesize it. The reactants are: [CH:1]([C:3]1[CH:4]=[CH:5][C:6]2[O:12][CH2:11][CH2:10][N:9]([C:13]([O:15][C:16]([CH3:19])([CH3:18])[CH3:17])=[O:14])[CH2:8][C:7]=2[CH:20]=1)=[O:2].C1C[O:24]CC1.CC(=CC)C.[O-]Cl=O.[Na+]. (4) Given the product [F:14][C:15]([F:20])([F:19])[C:16]([OH:18])=[O:17].[F:1][CH2:2][CH:3]1[CH2:6][NH:5][CH2:4]1, predict the reactants needed to synthesize it. The reactants are: [F:1][CH2:2][CH:3]1[CH2:6][N:5](C(OC(C)(C)C)=O)[CH2:4]1.[F:14][C:15]([F:20])([F:19])[C:16]([OH:18])=[O:17].C(Cl)Cl. (5) Given the product [OH:32][CH:25]([CH2:26][N:27]1[CH:31]=[CH:30][N:29]=[N:28]1)[CH2:24][NH:23][C:19]([C:15]1[C:14]([CH3:22])=[C:13](/[CH:12]=[C:5]2\[C:6](=[O:11])[NH:7][C:8]3[C:4]\2=[CH:3][C:2]([Cl:1])=[CH:10][CH:9]=3)[NH:17][C:16]=1[CH3:18])=[O:21], predict the reactants needed to synthesize it. The reactants are: [Cl:1][C:2]1[CH:3]=[C:4]2[C:8](=[CH:9][CH:10]=1)[NH:7][C:6](=[O:11])[C:5]2=[CH:12][C:13]1[NH:17][C:16]([CH3:18])=[C:15]([C:19]([OH:21])=O)[C:14]=1[CH3:22].[NH2:23][CH2:24][CH:25]([OH:32])[CH2:26][N:27]1[CH:31]=[CH:30][N:29]=[N:28]1. (6) The reactants are: [CH3:1][O:2][C:3]([C:5]1[S:6][C:7]([CH2:10][CH2:11][CH2:12][NH:13][CH2:14][CH2:15][CH2:16][C:17]2[CH:22]=[CH:21][CH:20]=[C:19]([Cl:23])[CH:18]=2)=[CH:8][CH:9]=1)=[O:4].C(N(CC)CC)C.Cl.[N:32]1[CH:37]=[CH:36][CH:35]=[C:34]([S:38](Cl)(=[O:40])=[O:39])[CH:33]=1. Given the product [CH3:1][O:2][C:3]([C:5]1[S:6][C:7]([CH2:10][CH2:11][CH2:12][N:13]([CH2:14][CH2:15][CH2:16][C:17]2[CH:22]=[CH:21][CH:20]=[C:19]([Cl:23])[CH:18]=2)[S:38]([C:34]2[CH:33]=[N:32][CH:37]=[CH:36][CH:35]=2)(=[O:40])=[O:39])=[CH:8][CH:9]=1)=[O:4], predict the reactants needed to synthesize it. (7) The reactants are: [C:1]([C:5]1[CH:6]=[C:7]([CH:23]=[C:24]([C:26]([CH3:29])([CH3:28])[CH3:27])[CH:25]=1)[CH2:8][CH:9]1[CH2:14][CH:13]([C:15]([O:17]C)=[O:16])[CH2:12][CH2:11][N:10]1[C:19]([O:21][CH3:22])=[O:20])([CH3:4])([CH3:3])[CH3:2].[Br-].[Li+].C(N(CC)CC)C.CC(OC)(C)C. Given the product [C:1]([C:5]1[CH:6]=[C:7]([CH:23]=[C:24]([C:26]([CH3:29])([CH3:28])[CH3:27])[CH:25]=1)[CH2:8][CH:9]1[CH2:14][CH:13]([C:15]([OH:17])=[O:16])[CH2:12][CH2:11][N:10]1[C:19]([O:21][CH3:22])=[O:20])([CH3:3])([CH3:4])[CH3:2], predict the reactants needed to synthesize it.